From a dataset of Forward reaction prediction with 1.9M reactions from USPTO patents (1976-2016). Predict the product of the given reaction. (1) Given the reactants [C:1]([O:5][C:6]([N:8]1[C:12](=[O:13])[CH2:11][CH2:10][C@H:9]1[C:14]([O:16][C:17]([CH3:20])([CH3:19])[CH3:18])=[O:15])=[O:7])([CH3:4])([CH3:3])[CH3:2].[CH3:21][Si](C)(C)[N-][Si](C)(C)C.[Li+].CI, predict the reaction product. The product is: [C:1]([O:5][C:6]([N:8]1[C:12](=[O:13])[CH:11]([CH3:21])[CH2:10][C@H:9]1[C:14]([O:16][C:17]([CH3:20])([CH3:19])[CH3:18])=[O:15])=[O:7])([CH3:4])([CH3:3])[CH3:2]. (2) Given the reactants Cl[C:2]1[CH:3]=[CH:4][C:5]([O:13][C:14]2[CH:19]=[CH:18][CH:17]=[CH:16][CH:15]=2)=[C:6]2[C:11]=1[N:10]=[C:9]([CH3:12])[CH:8]=[CH:7]2.[OH-].[Na+], predict the reaction product. The product is: [CH3:12][C:9]1[CH:8]=[CH:7][C:6]2[C:11](=[CH:2][CH:3]=[CH:4][C:5]=2[O:13][C:14]2[CH:19]=[CH:18][CH:17]=[CH:16][CH:15]=2)[N:10]=1. (3) Given the reactants [CH3:1][C:2]1NC(C)=C(C(OC(C)C)=O)[CH:4]([C:15]2[C:20]3=[N:21][O:22][N:23]=[C:19]3[CH:18]=[CH:17][CH:16]=2)[C:3]=1[C:24]([O:26][CH3:27])=[O:25].N1[O:29]N=C2C(C=O)=CC=CC=12.C(OC)(=O)CC(C)=O.N1CCCCC1, predict the reaction product. The product is: [CH3:27][O:26][C:24](=[O:25])[C:3]([C:2](=[O:29])[CH3:1])=[CH:4][C:15]1[C:20]2=[N:21][O:22][N:23]=[C:19]2[CH:18]=[CH:17][CH:16]=1. (4) Given the reactants [CH:1]1([C:7]2[CH:12]=[CH:11][C:10]([C:13]([N:15]3[CH2:18][CH:17]([N:19]4[CH2:24][CH2:23][NH:22][CH2:21][CH2:20]4)[CH2:16]3)=[O:14])=[CH:9][CH:8]=2)[CH2:6][CH2:5][CH2:4][CH2:3][CH2:2]1.CN(C(ON1N=N[C:35]2[CH:36]=[CH:37][CH:38]=N[C:34]1=2)=[N+](C)C)C.F[P-](F)(F)(F)(F)F.[CH3:49]CN(C(C)C)C(C)C.O.CN([CH:62]=[O:63])C, predict the reaction product. The product is: [CH:1]1([C:7]2[CH:8]=[CH:9][C:10]([C:13]([N:15]3[CH2:18][CH:17]([N:19]4[CH2:20][CH2:21][N:22]([C:62]([C:34]5[CH:35]=[CH:36][CH:37]=[CH:38][CH:49]=5)=[O:63])[CH2:23][CH2:24]4)[CH2:16]3)=[O:14])=[CH:11][CH:12]=2)[CH2:2][CH2:3][CH2:4][CH2:5][CH2:6]1.